Dataset: CYP2D6 inhibition data for predicting drug metabolism from PubChem BioAssay. Task: Regression/Classification. Given a drug SMILES string, predict its absorption, distribution, metabolism, or excretion properties. Task type varies by dataset: regression for continuous measurements (e.g., permeability, clearance, half-life) or binary classification for categorical outcomes (e.g., BBB penetration, CYP inhibition). Dataset: cyp2d6_veith. (1) The compound is Fc1ccc(-c2csc(N3CCC(c4ccccc4)C3)n2)cc1. The result is 0 (non-inhibitor). (2) The drug is Cc1ccc(C)c(/C(O)=C2/C(=O)C(=O)N(CCN3CCOCC3)C2c2ccco2)c1. The result is 0 (non-inhibitor). (3) The compound is NC(N)=N/N=C\c1ccc(C2CCNCC2)cc1. The result is 0 (non-inhibitor).